The task is: Predict the product of the given reaction.. This data is from Forward reaction prediction with 1.9M reactions from USPTO patents (1976-2016). (1) Given the reactants [Cl:1][C:2]1[CH:3]=[C:4]([CH:8]=[C:9]([CH3:11])[N:10]=1)[C:5](O)=[O:6].C[CH2:13][N:14](C(C)C)[CH:15](C)C.CN(C(ON1N=NC2C=CC=CC1=2)=[N+](C)C)C.[B-](F)(F)(F)F.CNC, predict the reaction product. The product is: [Cl:1][C:2]1[CH:3]=[C:4]([CH:8]=[C:9]([CH3:11])[N:10]=1)[C:5]([N:14]([CH3:15])[CH3:13])=[O:6]. (2) Given the reactants Cl[C:2]1[N:7]=[CH:6][C:5]([C:8]2[N:12]([CH2:13][CH2:14][CH3:15])[C:11]3[CH:16]=[CH:17][CH:18]=[CH:19][C:10]=3[N:9]=2)=[CH:4][N:3]=1.[NH2:20][C:21]1[CH:22]=[N:23][C:24]([CH3:27])=[CH:25][CH:26]=1.C1C=CC(P(C2C(C3C(P(C4C=CC=CC=4)C4C=CC=CC=4)=CC=C4C=3C=CC=C4)=C3C(C=CC=C3)=CC=2)C2C=CC=CC=2)=CC=1.C([O-])([O-])=O.[K+].[K+], predict the reaction product. The product is: [CH3:27][C:24]1[N:23]=[CH:22][C:21]([NH:20][C:2]2[N:7]=[CH:6][C:5]([C:8]3[N:12]([CH2:13][CH2:14][CH3:15])[C:11]4[CH:16]=[CH:17][CH:18]=[CH:19][C:10]=4[N:9]=3)=[CH:4][N:3]=2)=[CH:26][CH:25]=1. (3) Given the reactants [Si]([O:8][CH:9]1[CH2:14][CH2:13][CH:12]([CH2:15][C@H:16]([NH:30]C(=O)OC(C)(C)C)[CH2:17][N:18]([CH3:29])[C:19]([O:21][CH2:22][C:23]2[CH:28]=[CH:27][CH:26]=[CH:25][CH:24]=2)=[O:20])[CH2:11][CH2:10]1)(C(C)(C)C)(C)C, predict the reaction product. The product is: [NH2:30][C@@H:16]([CH2:15][CH:12]1[CH2:13][CH2:14][CH:9]([OH:8])[CH2:10][CH2:11]1)[CH2:17][N:18]([CH3:29])[C:19](=[O:20])[O:21][CH2:22][C:23]1[CH:24]=[CH:25][CH:26]=[CH:27][CH:28]=1. (4) Given the reactants Br[C:2]1[CH:3]=[C:4]2[C:8](=[CH:9][CH:10]=1)[N:7]([C:11]1[CH:16]=[CH:15][CH:14]=[CH:13][N:12]=1)[CH:6]=[CH:5]2.[CH:17]1([NH:20][C:21]([C:23]2[CH:24]=[C:25]([F:33])[C:26]([CH3:32])=[C:27](B(O)O)[CH:28]=2)=[O:22])[CH2:19][CH2:18]1.C(=O)([O-])O.[Na+], predict the reaction product. The product is: [CH:17]1([NH:20][C:21](=[O:22])[C:23]2[CH:28]=[C:27]([C:2]3[CH:3]=[C:4]4[C:8](=[CH:9][CH:10]=3)[N:7]([C:11]3[CH:16]=[CH:15][CH:14]=[CH:13][N:12]=3)[CH:6]=[CH:5]4)[C:26]([CH3:32])=[C:25]([F:33])[CH:24]=2)[CH2:18][CH2:19]1. (5) The product is: [CH3:21][O:22][C:19]1[CH:20]=[C:15]([C:2](=[O:1])[C@@H:3]([NH:7][C:8](=[O:14])[O:9][C:10]([CH3:12])([CH3:13])[CH3:11])[CH2:4][CH2:5][CH3:6])[CH:16]=[CH:17][CH:18]=1. Given the reactants [O:1]=[C:2]([C:15]1[CH:20]=[CH:19][CH:18]=[CH:17][CH:16]=1)[C@@H:3]([NH:7][C:8](=[O:14])[O:9][C:10]([CH3:13])([CH3:12])[CH3:11])[CH2:4][CH2:5][CH3:6].[CH3:21][O:22]N(C)C(=O)[C@@H](NC(=O)OC(C)(C)C)CCC, predict the reaction product. (6) Given the reactants [C:1]([O:5][C:6](=[O:34])[N:7]([C:16]1[S:17][C@:18]2([CH2:32][OH:33])[C@H:20]([C@:21]([C:24]3[C:25]([F:31])=[N:26][CH:27]=[C:28]([Br:30])[CH:29]=3)([CH3:23])[N:22]=1)[CH2:19]2)[CH2:8][O:9][CH2:10][CH2:11][Si:12]([CH3:15])([CH3:14])[CH3:13])([CH3:4])([CH3:3])[CH3:2].C(N(C(C)C)CC)(C)C.S(=O)(=O)=O.N1C=CC=CC=1, predict the reaction product. The product is: [C:1]([O:5][C:6](=[O:34])[N:7]([C:16]1[S:17][C@:18]2([CH:32]=[O:33])[C@H:20]([C@:21]([C:24]3[C:25]([F:31])=[N:26][CH:27]=[C:28]([Br:30])[CH:29]=3)([CH3:23])[N:22]=1)[CH2:19]2)[CH2:8][O:9][CH2:10][CH2:11][Si:12]([CH3:15])([CH3:14])[CH3:13])([CH3:3])([CH3:2])[CH3:4]. (7) Given the reactants [OH:1][N:2]=[C:3](Cl)[C:4]1[CH:9]=[CH:8][CH:7]=[CH:6][C:5]=1[CH3:10].[CH2:12]([O:14][C:15](=[O:23])[CH:16]=[CH:17]N1CCCC1)[CH3:13].C(N(CC)CC)C, predict the reaction product. The product is: [CH2:12]([O:14][C:15]([C:16]1[C:3]([C:4]2[CH:9]=[CH:8][CH:7]=[CH:6][C:5]=2[CH3:10])=[N:2][O:1][CH:17]=1)=[O:23])[CH3:13]. (8) The product is: [OH:11][C:5]1[CH:4]=[CH:3][C:2]([CH3:1])=[CH:10][C:6]=1[C:7]([NH:17][C:16]1[CH:18]=[CH:19][C:13]([CH3:12])=[C:14]([C:20]([F:21])([F:22])[F:23])[CH:15]=1)=[O:9]. Given the reactants [CH3:1][C:2]1[CH:10]=[C:6]([C:7]([OH:9])=O)[C:5]([OH:11])=[CH:4][CH:3]=1.[CH3:12][C:13]1[CH:19]=[CH:18][C:16]([NH2:17])=[CH:15][C:14]=1[C:20]([F:23])([F:22])[F:21], predict the reaction product. (9) Given the reactants [CH2:1]([NH:3][C:4](=[O:15])[C:5]1[CH:10]=[C:9]([N+:11]([O-])=O)[CH:8]=[CH:7][C:6]=1[F:14])[CH3:2], predict the reaction product. The product is: [NH2:11][C:9]1[CH:8]=[CH:7][C:6]([F:14])=[C:5]([CH:10]=1)[C:4]([NH:3][CH2:1][CH3:2])=[O:15].